Dataset: Full USPTO retrosynthesis dataset with 1.9M reactions from patents (1976-2016). Task: Predict the reactants needed to synthesize the given product. (1) Given the product [F:39][C:35]1[CH:36]=[CH:37][CH:38]=[C:2]([F:1])[C:3]=1[CH2:4][O:5][C:6]1[C:7]2[N:8]([C:13]([C:17]([NH:19][CH:20]3[CH2:21][C:22]([F:34])([F:33])[CH2:23][NH:24][CH2:25]3)=[O:18])=[C:14]([CH3:16])[N:15]=2)[CH:9]=[C:10]([CH3:12])[CH:11]=1, predict the reactants needed to synthesize it. The reactants are: [F:1][C:2]1[CH:38]=[CH:37][CH:36]=[C:35]([F:39])[C:3]=1[CH2:4][O:5][C:6]1[C:7]2[N:8]([C:13]([C:17]([NH:19][CH:20]3[CH2:25][N:24](C(OC(C)(C)C)=O)[CH2:23][C:22]([F:34])([F:33])[CH2:21]3)=[O:18])=[C:14]([CH3:16])[N:15]=2)[CH:9]=[C:10]([CH3:12])[CH:11]=1.Cl. (2) Given the product [N:52]1([CH2:51][CH2:50][O:43][C:40]2[CH:41]=[CH:42][C:37]([NH:36][C:34]3[S:35][C:31]([C:28]4[CH:29]=[CH:30][S:26][CH:27]=4)=[CH:32][N:33]=3)=[C:38]([C:44]([F:47])([F:46])[F:45])[CH:39]=2)[CH2:56][CH2:55][CH2:54][CH2:53]1, predict the reactants needed to synthesize it. The reactants are: CN(C)CCCOC1C=CC(C2SC(NC3C=CC=CC=3)=NC=2)=CC=1.[S:26]1[CH:30]=[CH:29][C:28]([C:31]2[S:35][C:34]([NH:36][C:37]3[CH:42]=[CH:41][C:40]([OH:43])=[CH:39][C:38]=3[C:44]([F:47])([F:46])[F:45])=[N:33][CH:32]=2)=[CH:27]1.Cl.Cl[CH2:50][CH2:51][N:52]1[CH2:56][CH2:55][CH2:54][CH2:53]1. (3) Given the product [CH2:25]([C:8]1([C:5]2[CH:4]=[CH:3][C:2]([F:1])=[CH:7][CH:6]=2)[O:28][C:30](=[O:32])[N:11]([CH2:12][CH:13]2[CH2:14][CH2:15][N:16]([C:19]3[CH:20]=[CH:21][CH:22]=[CH:23][CH:24]=3)[CH2:17][CH2:18]2)[CH2:10][CH2:9]1)[CH:26]=[CH2:27], predict the reactants needed to synthesize it. The reactants are: [F:1][C:2]1[CH:7]=[CH:6][C:5]([C:8]([OH:28])([CH2:25][CH:26]=[CH2:27])[CH2:9][CH2:10][NH:11][CH2:12][CH:13]2[CH2:18][CH2:17][N:16]([C:19]3[CH:24]=[CH:23][CH:22]=[CH:21][CH:20]=3)[CH2:15][CH2:14]2)=[CH:4][CH:3]=1.Cl[C:30](Cl)([O:32]C(=O)OC(Cl)(Cl)Cl)Cl.C1CCN2C(=NCCC2)CC1. (4) Given the product [CH3:16][C:17]1([CH3:24])[C:21]([CH3:23])([CH3:22])[O:20][B:19](/[CH:2]=[CH:1]/[C:3]2[CH:15]=[CH:14][C:6]([CH2:7][N:8]3[CH2:9][CH2:10][O:11][CH2:12][CH2:13]3)=[CH:5][CH:4]=2)[O:18]1, predict the reactants needed to synthesize it. The reactants are: [C:1]([C:3]1[CH:15]=[CH:14][C:6]([CH2:7][N:8]2[CH2:13][CH2:12][O:11][CH2:10][CH2:9]2)=[CH:5][CH:4]=1)#[CH:2].[CH3:16][C:17]1([CH3:24])[C:21]([CH3:23])([CH3:22])[O:20][BH:19][O:18]1.